From a dataset of NCI-60 drug combinations with 297,098 pairs across 59 cell lines. Regression. Given two drug SMILES strings and cell line genomic features, predict the synergy score measuring deviation from expected non-interaction effect. Synergy scores: CSS=68.4, Synergy_ZIP=1.84, Synergy_Bliss=1.41, Synergy_Loewe=-12.8, Synergy_HSA=-1.55. Drug 1: CC1C(C(CC(O1)OC2CC(OC(C2O)C)OC3=CC4=CC5=C(C(=O)C(C(C5)C(C(=O)C(C(C)O)O)OC)OC6CC(C(C(O6)C)O)OC7CC(C(C(O7)C)O)OC8CC(C(C(O8)C)O)(C)O)C(=C4C(=C3C)O)O)O)O. Drug 2: N.N.Cl[Pt+2]Cl. Cell line: M14.